From a dataset of Forward reaction prediction with 1.9M reactions from USPTO patents (1976-2016). Predict the product of the given reaction. (1) The product is: [Br:9][C:5]1[CH:6]=[C:7]([F:8])[C:2]([N:20]2[CH2:19][CH2:18][N:17]([C:10]([O:12][C:13]([CH3:16])([CH3:15])[CH3:14])=[O:11])[CH2:22][CH2:21]2)=[N:3][CH:4]=1. Given the reactants Cl[C:2]1[C:7]([F:8])=[CH:6][C:5]([Br:9])=[CH:4][N:3]=1.[C:10]([N:17]1[CH2:22][CH2:21][NH:20][CH2:19][CH2:18]1)([O:12][C:13]([CH3:16])([CH3:15])[CH3:14])=[O:11].C([O-])([O-])=O.[K+].[K+].CS(C)=O, predict the reaction product. (2) Given the reactants Cl[C:2]1[C:3](=[O:18])[N:4]([CH:15]([CH3:17])[CH3:16])[S:5](=[O:14])(=[O:13])[C:6]=1[C:7]1[CH:12]=[CH:11][CH:10]=[CH:9][CH:8]=1.[Cl:19][C:20]1[C:21]([N:30]2[CH2:33][CH:32]([NH2:34])[CH2:31]2)=[N:22][CH:23]=[C:24]([C:26]([F:29])([F:28])[F:27])[CH:25]=1, predict the reaction product. The product is: [Cl:19][C:20]1[C:21]([N:30]2[CH2:31][CH:32]([NH:34][C:2]3[C:3](=[O:18])[N:4]([CH:15]([CH3:17])[CH3:16])[S:5](=[O:14])(=[O:13])[C:6]=3[C:7]3[CH:12]=[CH:11][CH:10]=[CH:9][CH:8]=3)[CH2:33]2)=[N:22][CH:23]=[C:24]([C:26]([F:28])([F:29])[F:27])[CH:25]=1. (3) Given the reactants [NH2:1][C:2]1[C:7]([N+:8]([O-])=O)=[CH:6][C:5]([Cl:11])=[CH:4][C:3]=1[CH2:12][OH:13].CO.C(O)(=O)C, predict the reaction product. The product is: [NH2:1][C:2]1[C:7]([NH2:8])=[CH:6][C:5]([Cl:11])=[CH:4][C:3]=1[CH2:12][OH:13]. (4) Given the reactants Cl[C:2]1[CH:7]=[CH:6][C:5]([O:8][C:9]2[CH:14]=[CH:13][C:12]([N+:15]([O-:17])=[O:16])=[CH:11][C:10]=2[CH3:18])=[CH:4][N:3]=1.CC(C1C=C(C(C)C)C(C2C=CC=CC=2P(C2CCCCC2)C2CCCCC2)=C(C(C)C)C=1)C.[Li+].C[Si]([N-:58][Si](C)(C)C)(C)C, predict the reaction product. The product is: [CH3:18][C:10]1[CH:11]=[C:12]([N+:15]([O-:17])=[O:16])[CH:13]=[CH:14][C:9]=1[O:8][C:5]1[CH:6]=[CH:7][C:2]([NH2:58])=[N:3][CH:4]=1.